From a dataset of Forward reaction prediction with 1.9M reactions from USPTO patents (1976-2016). Predict the product of the given reaction. Given the reactants [H-].[H-].[H-].[H-].[Li+].[Al+3].[CH3:7][O:8][C:9]1[CH:18]=[CH:17][CH:16]=[C:15]2[C:10]=1[CH:11]=[CH:12][CH:13]=[C:14]2[C:19]#[N:20].O.[OH-].[Na+], predict the reaction product. The product is: [CH3:7][O:8][C:9]1[CH:18]=[CH:17][CH:16]=[C:15]2[C:10]=1[CH:11]=[CH:12][CH:13]=[C:14]2[CH2:19][NH2:20].